This data is from TCR-epitope binding with 47,182 pairs between 192 epitopes and 23,139 TCRs. The task is: Binary Classification. Given a T-cell receptor sequence (or CDR3 region) and an epitope sequence, predict whether binding occurs between them. (1) The epitope is TEILPVSMTK. Result: 0 (the TCR does not bind to the epitope). The TCR CDR3 sequence is CSGIDKPVTDTQYF. (2) The epitope is KPLEFGATSAAL. The TCR CDR3 sequence is CASSLAGLAETQYF. Result: 1 (the TCR binds to the epitope). (3) The epitope is ARMILMTHF. The TCR CDR3 sequence is CASSSEQGESADTQYF. Result: 0 (the TCR does not bind to the epitope). (4) The epitope is RTLNAWVKV. The TCR CDR3 sequence is CSARTPPGNTIYF. Result: 0 (the TCR does not bind to the epitope). (5) The epitope is TPGPGVRYPL. The TCR CDR3 sequence is CASTLGDSLSYEQYF. Result: 0 (the TCR does not bind to the epitope). (6) The epitope is IPIQASLPF. The TCR CDR3 sequence is CASSLEVNYGYTF. Result: 1 (the TCR binds to the epitope). (7) The epitope is HPVGEADYFEY. The TCR CDR3 sequence is CAIDTGASYNEQFF. Result: 0 (the TCR does not bind to the epitope). (8) The epitope is LLWNGPMAV. The TCR CDR3 sequence is CSASGARGADTQYF. Result: 1 (the TCR binds to the epitope). (9) The epitope is NLNESLIDL. The TCR CDR3 sequence is CASSFKPGQQGDSPLHF. Result: 1 (the TCR binds to the epitope). (10) The epitope is EEHVQIHTI. The TCR CDR3 sequence is CASSGRQGFSYEQYF. Result: 1 (the TCR binds to the epitope).